This data is from Reaction yield outcomes from USPTO patents with 853,638 reactions. The task is: Predict the reaction yield, written as a fraction of the theoretical maximum amount of product (1.0 means a 100% yield; for example, 0.34 means a 34% yield). (1) The reactants are [CH2:1]([N:3]([CH2:23][CH3:24])[C:4]([CH:6]1[C:18]2[C:17]3[C:12](=[CH:13][CH:14]=[CH:15][CH:16]=3)[N:11]([CH2:19][CH2:20][OH:21])[C:10]=2[CH2:9][CH:8]([CH3:22])[CH2:7]1)=[O:5])[CH3:2].N1C=CC=CC=1.[CH3:31][S:32](Cl)(=[O:34])=[O:33]. The catalyst is ClCCl. The product is [CH2:23]([N:3]([CH2:1][CH3:2])[C:4]([CH:6]1[C:18]2[C:17]3[C:12](=[CH:13][CH:14]=[CH:15][CH:16]=3)[N:11]([CH2:19][CH2:20][O:21][S:32]([CH3:31])(=[O:34])=[O:33])[C:10]=2[CH2:9][CH:8]([CH3:22])[CH2:7]1)=[O:5])[CH3:24]. The yield is 0.800. (2) The reactants are C([O:8][C:9]1[CH:14]=[CH:13][C:12](/[CH:15]=[CH:16]/[C:17]([F:20])([F:19])[F:18])=[CH:11][CH:10]=1)C1C=CC=CC=1. The catalyst is [Pd].CO.C1COCC1.C(Cl)Cl. The product is [F:18][C:17]([F:19])([F:20])[CH2:16][CH2:15][C:12]1[CH:13]=[CH:14][C:9]([OH:8])=[CH:10][CH:11]=1. The yield is 0.720. (3) The reactants are [H-].[Na+].[CH:3]([C:5]1[CH:6]=[CH:7][CH:8]=[C:9]2[C:13]=1[NH:12][CH:11]=[CH:10]2)=[CH2:4].Br[CH2:15][CH2:16][CH2:17][CH:18]=[CH2:19].O. The catalyst is CN(C)C=O.C(OCC)(=O)C. The product is [CH2:19]([N:12]1[C:13]2[C:9](=[CH:8][CH:7]=[CH:6][C:5]=2[CH:3]=[CH2:4])[CH:10]=[CH:11]1)[CH2:18][CH2:17][CH:16]=[CH2:15]. The yield is 0.730. (4) The reactants are [C:1]([CH2:14][C:15]([CH2:18][CH2:19][S:20](Cl)(=[O:22])=[O:21])([F:17])[F:16])([C:4]([C:7]([C:10]([F:13])([F:12])[F:11])([F:9])[F:8])([F:6])[F:5])([F:3])[F:2].[CH3:24][N:25]([CH2:27][CH2:28][CH2:29][NH2:30])[CH3:26]. No catalyst specified. The product is [C:1]([CH2:14][C:15]([CH2:18][CH2:19][S:20]([NH:30][CH2:29][CH2:28][CH2:27][N:25]([CH3:26])[CH3:24])(=[O:22])=[O:21])([F:17])[F:16])([C:4]([C:7]([C:10]([F:13])([F:12])[F:11])([F:9])[F:8])([F:6])[F:5])([F:3])[F:2]. The yield is 0.968. (5) The yield is 0.460. The product is [Cl:12][C:13]1[CH:20]=[CH:19][C:16]([CH:17]2[C:2]([C:1]([O:7][C:8]([CH3:11])([CH3:10])[CH3:9])=[O:6])=[C:3]([CH3:5])[NH:21][C:3]([CH3:5])=[C:2]2[C:1]([O:7][C:8]([CH3:11])([CH3:10])[CH3:9])=[O:22])=[CH:15][CH:14]=1. The catalyst is CCO.C(Cl)Cl. The reactants are [C:1]([O:7][C:8]([CH3:11])([CH3:10])[CH3:9])(=[O:6])[CH2:2][C:3]([CH3:5])=O.[Cl:12][C:13]1[CH:20]=[CH:19][C:16]([CH:17]=O)=[CH:15][CH:14]=1.[NH4+:21].[OH-:22].